Dataset: Forward reaction prediction with 1.9M reactions from USPTO patents (1976-2016). Task: Predict the product of the given reaction. (1) Given the reactants Br.[CH2:2]([O:9][C@H:10]1[C@H:15]([O:16][CH2:17][C:18]2[CH:23]=[CH:22][CH:21]=[CH:20][CH:19]=2)[C@@H:14]([CH2:24][O:25][CH2:26][C:27]2[CH:32]=[CH:31][CH:30]=[CH:29][CH:28]=2)[O:13][CH:12]=[CH:11]1)[C:3]1[CH:8]=[CH:7][CH:6]=[CH:5][CH:4]=1.O.C(=O)([O-])[O-:35].[Na+].[Na+], predict the reaction product. The product is: [CH2:2]([O:9][C@H:10]1[C@H:15]([O:16][CH2:17][C:18]2[CH:19]=[CH:20][CH:21]=[CH:22][CH:23]=2)[C@@H:14]([CH2:24][O:25][CH2:26][C:27]2[CH:32]=[CH:31][CH:30]=[CH:29][CH:28]=2)[O:13][CH:12]([OH:35])[CH2:11]1)[C:3]1[CH:4]=[CH:5][CH:6]=[CH:7][CH:8]=1. (2) Given the reactants [CH3:1][C:2]1[C:6]2[N:7]=[C:8]([C:17]3[CH:18]=[CH:19][C:20]([NH2:23])=[N:21][CH:22]=3)[N:9]=[C:10]([N:11]3[CH2:16][CH2:15][O:14][CH2:13][CH2:12]3)[C:5]=2[S:4][C:3]=1[C:24]1[CH:29]=[CH:28][CH:27]=[C:26]([S:30]([CH3:33])(=[O:32])=[O:31])[CH:25]=1.[CH3:34][O:35][CH2:36][C:37](Cl)=[O:38], predict the reaction product. The product is: [CH3:34][O:35][CH2:36][C:37]([NH:23][C:20]1[CH:19]=[CH:18][C:17]([C:8]2[N:9]=[C:10]([N:11]3[CH2:16][CH2:15][O:14][CH2:13][CH2:12]3)[C:5]3[S:4][C:3]([C:24]4[CH:29]=[CH:28][CH:27]=[C:26]([S:30]([CH3:33])(=[O:32])=[O:31])[CH:25]=4)=[C:2]([CH3:1])[C:6]=3[N:7]=2)=[CH:22][N:21]=1)=[O:38]. (3) Given the reactants [Br:1][C:2]1[CH:12]=[CH:11][C:5]([O:6][CH2:7][C:8]([NH2:10])=[O:9])=[C:4]([C:13]#[N:14])[CH:3]=1.[NH:15]1[CH2:20][CH2:19][CH2:18][CH2:17][CH2:16]1.[NH2:21][C:22]1C=NC=C[CH:27]=1, predict the reaction product. The product is: [Br:1][C:2]1[CH:12]=[CH:11][C:5]2[O:6][C:7]3[C:8](=[O:9])[NH:10][C:27]([CH2:22][NH:21][C:17]4[CH:16]=[N:15][CH:20]=[CH:19][CH:18]=4)=[N:14][C:13]=3[C:4]=2[CH:3]=1. (4) Given the reactants [Cl:1][C:2]1[CH:7]=[CH:6][C:5](B(O)O)=[CH:4][C:3]=1[C:11]([NH:13][CH2:14][C:15]12[CH2:24][CH:19]3[CH2:20][CH:21]([CH2:23][CH:17]([CH2:18]3)[CH2:16]1)[CH2:22]2)=[O:12].Cl[C:26]1[C:31]([N+:32]([O-:34])=[O:33])=[CH:30][CH:29]=[CH:28][N:27]=1.C(=O)([O-])[O-].[K+].[K+].O1CCCC1, predict the reaction product. The product is: [Cl:1][C:2]1[CH:7]=[CH:6][C:5]([C:26]2[C:31]([N+:32]([O-:34])=[O:33])=[CH:30][CH:29]=[CH:28][N:27]=2)=[CH:4][C:3]=1[C:11]([NH:13][CH2:14][C:15]12[CH2:24][CH:19]3[CH2:20][CH:21]([CH2:23][CH:17]([CH2:18]3)[CH2:16]1)[CH2:22]2)=[O:12]. (5) Given the reactants [H-].[Na+].N#N.[F:5][C:6]([F:13])([F:12])[C:7]1[CH:11]=[CH:10][NH:9][N:8]=1.C(Cl)[C:15]1[CH:20]=[CH:19][CH:18]=CC=1.[CH3:22][N:23](C=O)C, predict the reaction product. The product is: [CH:20]1([CH2:15][N:9]2[C:10]([CH2:22][NH2:23])=[CH:11][C:7]([C:6]([F:13])([F:12])[F:5])=[N:8]2)[CH2:18][CH2:19]1. (6) The product is: [CH2:6]([C@H:5]([NH:13][C:14](=[O:20])[O:15][C:16]([CH3:19])([CH3:17])[CH3:18])[CH2:4][C@H:3]([OH:21])[C@@H:2]([NH:1][C:32](=[O:33])[C@@H:31]([N:35]1[CH2:39][CH2:38][N:37]([CH2:40][C:41]2[CH:46]=[CH:45][CH:44]=[C:43]([CH3:47])[N:42]=2)[C:36]1=[O:48])[C@@H:30]([CH3:29])[CH2:49][CH3:50])[CH2:22][C:23]1[CH:28]=[CH:27][CH:26]=[CH:25][CH:24]=1)[C:7]1[CH:12]=[CH:11][CH:10]=[CH:9][CH:8]=1. Given the reactants [NH2:1][C@@H:2]([CH2:22][C:23]1[CH:28]=[CH:27][CH:26]=[CH:25][CH:24]=1)[C@@H:3]([OH:21])[CH2:4][C@@H:5]([NH:13][C:14](=[O:20])[O:15][C:16]([CH3:19])([CH3:18])[CH3:17])[CH2:6][C:7]1[CH:12]=[CH:11][CH:10]=[CH:9][CH:8]=1.[CH3:29][C@@H:30]([CH2:49][CH3:50])[C@H:31]([N:35]1[CH2:39][CH2:38][N:37]([CH2:40][C:41]2[CH:46]=[CH:45][CH:44]=[C:43]([CH3:47])[N:42]=2)[C:36]1=[O:48])[C:32](O)=[O:33].CCN=C=NCCCN(C)C.C1C=CC2N(O)N=NC=2C=1.CN1CCOCC1, predict the reaction product.